From a dataset of Full USPTO retrosynthesis dataset with 1.9M reactions from patents (1976-2016). Predict the reactants needed to synthesize the given product. Given the product [C:37]([C:34]1[N:33]=[N:32][C:31]([N:12]2[CH2:11][CH2:10][N:9]([C:8]3[CH:7]=[CH:6][C:5]([N:15]4[CH2:19][C@H:18]([CH2:20][OH:21])[O:17][C:16]4=[O:22])=[CH:4][C:3]=3[F:2])[CH2:14][CH2:13]2)=[CH:36][CH:35]=1)#[N:38], predict the reactants needed to synthesize it. The reactants are: Cl.[F:2][C:3]1[CH:4]=[C:5]([N:15]2[CH2:19][C@H:18]([CH2:20][OH:21])[O:17][C:16]2=[O:22])[CH:6]=[CH:7][C:8]=1[N:9]1[CH2:14][CH2:13][NH:12][CH2:11][CH2:10]1.C(N(CC)CC)C.Cl[C:31]1[N:32]=[N:33][C:34]([C:37]#[N:38])=[CH:35][CH:36]=1.